This data is from Forward reaction prediction with 1.9M reactions from USPTO patents (1976-2016). The task is: Predict the product of the given reaction. (1) Given the reactants [CH3:1][Li].[CH3:3][C:4]([C:6]1[CH:11]=[CH:10][C:9]([Br:12])=[CH:8][CH:7]=1)=[O:5].[Cl-].[NH4+], predict the reaction product. The product is: [Br:12][C:9]1[CH:10]=[CH:11][C:6]([C:4]([OH:5])([CH3:1])[CH3:3])=[CH:7][CH:8]=1. (2) Given the reactants [C:1]([O:5][C:6]([N:8]1[CH2:13][CH2:12][N:11]2[C:14]([CH2:17][CH3:18])=[N:15][CH:16]=[C:10]2[CH:9]1[CH2:19][CH2:20][C:21]1[CH:26]=[CH:25][C:24]([C:27]#[N:28])=[CH:23][CH:22]=1)=[O:7])([CH3:4])([CH3:3])[CH3:2].[Cl:29]N1C(=O)CCC1=O, predict the reaction product. The product is: [C:1]([O:5][C:6]([N:8]1[CH2:13][CH2:12][N:11]2[C:14]([CH2:17][CH3:18])=[N:15][C:16]([Cl:29])=[C:10]2[CH:9]1[CH2:19][CH2:20][C:21]1[CH:22]=[CH:23][C:24]([C:27]#[N:28])=[CH:25][CH:26]=1)=[O:7])([CH3:2])([CH3:3])[CH3:4]. (3) The product is: [Br:1][C:2]1[CH:18]=[CH:17][CH:16]=[CH:15][C:3]=1[CH2:4][NH:5][C:6]([NH:8][CH2:9][C:10]([OH:12])=[O:11])=[O:7]. Given the reactants [Br:1][C:2]1[CH:18]=[CH:17][CH:16]=[CH:15][C:3]=1[CH2:4][NH:5][C:6]([NH:8][CH2:9][C:10]([O:12]CC)=[O:11])=[O:7].C[Si](C)(C)[O-].[K+], predict the reaction product. (4) Given the reactants [Si]([O:8][CH2:9][C@H:10]1[CH2:14][CH2:13][C:12](=[O:15])[N:11]1[C:16]1[CH:46]=[C:45]([F:47])[CH:44]=[CH:43][C:17]=1[CH2:18][NH:19][C:20]([C:22]1[N:23]=[C:24]2[N:29]([C:30](=[O:40])[C:31]=1[O:32][CH2:33][C:34]1[CH:39]=[CH:38][CH:37]=[CH:36][CH:35]=1)[CH2:28][CH2:27][O:26][C:25]2([CH3:42])[CH3:41])=[O:21])(C(C)(C)C)(C)C.[F-].C([N+](CCCC)(CCCC)CCCC)CCC.C([O-])(O)=O.[Na+], predict the reaction product. The product is: [F:47][C:45]1[CH:44]=[CH:43][C:17]([CH2:18][NH:19][C:20]([C:22]2[N:23]=[C:24]3[N:29]([C:30](=[O:40])[C:31]=2[O:32][CH2:33][C:34]2[CH:39]=[CH:38][CH:37]=[CH:36][CH:35]=2)[CH2:28][CH2:27][O:26][C:25]3([CH3:42])[CH3:41])=[O:21])=[C:16]([N:11]2[C:12](=[O:15])[CH2:13][CH2:14][C@@H:10]2[CH2:9][OH:8])[CH:46]=1. (5) The product is: [Cl:1][C:2]1[CH:3]=[CH:4][C:5]([C:32]#[N:33])=[C:6]([C:8]2[C:13]([O:14][CH3:15])=[CH:12][N:11]([CH:16]([CH2:24][CH:25]3[CH2:30][CH2:29][CH2:28][O:27][CH2:26]3)[C:17]([OH:19])=[O:18])[C:10](=[O:31])[CH:9]=2)[CH:7]=1. Given the reactants [Cl:1][C:2]1[CH:3]=[CH:4][C:5]([C:32]#[N:33])=[C:6]([C:8]2[C:13]([O:14][CH3:15])=[CH:12][N:11]([CH:16]([CH2:24][CH:25]3[CH2:30][CH2:29][CH2:28][O:27][CH2:26]3)[C:17]([O:19]C(C)(C)C)=[O:18])[C:10](=[O:31])[CH:9]=2)[CH:7]=1.C(O)(C(F)(F)F)=O, predict the reaction product. (6) Given the reactants [Br:1][C:2]1[CH:7]=[CH:6][N:5]=[C:4]([N:8]([C:12]([O-:14])=[O:13])C([O-])=O)[CH:3]=1.[OH-].[Na+].[CH3:17]O, predict the reaction product. The product is: [Br:1][C:2]1[CH:7]=[CH:6][N:5]=[C:4]([NH:8][C:12](=[O:13])[O:14][CH3:17])[CH:3]=1. (7) Given the reactants [BrH:1].[CH2:2]([N:5]1[C@H:14]2[C@@H:9]([CH2:10][C:11]3[C:18]([OH:19])=[C:17]([OH:20])[CH:16]=[CH:15][C:12]=3[CH2:13]2)[CH2:8][CH2:7][CH2:6]1)[CH2:3][CH3:4].Cl, predict the reaction product. The product is: [BrH:1].[CH2:2]([N:5]1[C@@H:14]2[C@H:9]([CH2:10][C:11]3[C:18]([OH:19])=[C:17]([OH:20])[CH:16]=[CH:15][C:12]=3[CH2:13]2)[CH2:8][CH2:7][CH2:6]1)[CH2:3][CH3:4]. (8) Given the reactants [C:1]1(=O)O[CH2:4][CH2:3][CH2:2]1.[Cl-].[NH4+].[NH2:9][CH2:10][C:11]([CH2:15][NH2:16])([CH2:13][NH2:14])[CH3:12], predict the reaction product. The product is: [NH2:9][CH2:10][C:11]1([CH3:12])[CH2:15][N:16]2[CH2:4][CH2:3][CH2:2][C:1]2=[N:14][CH2:13]1. (9) Given the reactants C[O:2][C:3]([C:5]1[N:29]([CH:30]([CH2:33][CH3:34])[CH2:31][CH3:32])[C:8]2[N:9]=[C:10]([NH:13][C:14]3[CH:19]=[CH:18][C:17]([N:20]4[CH2:25][CH2:24][N:23]([C:26](=[O:28])[CH3:27])[CH2:22][CH2:21]4)=[CH:16][CH:15]=3)[N:11]=[CH:12][C:7]=2[CH:6]=1)=[O:4].[Li+].[OH-], predict the reaction product. The product is: [C:26]([N:23]1[CH2:22][CH2:21][N:20]([C:17]2[CH:18]=[CH:19][C:14]([NH:13][C:10]3[N:11]=[CH:12][C:7]4[CH:6]=[C:5]([C:3]([OH:4])=[O:2])[N:29]([CH:30]([CH2:31][CH3:32])[CH2:33][CH3:34])[C:8]=4[N:9]=3)=[CH:15][CH:16]=2)[CH2:25][CH2:24]1)(=[O:28])[CH3:27].